From a dataset of Reaction yield outcomes from USPTO patents with 853,638 reactions. Predict the reaction yield, written as a fraction of the theoretical maximum amount of product (1.0 means a 100% yield; for example, 0.34 means a 34% yield). (1) The reactants are C(O)(C(F)(F)F)=O.[CH:8]([C:11]1[N:12]=[C:13]([C:16]2[CH:25]=[C:24]([O:26][CH:27]3[CH2:45][CH:44]4[N:29]([C:30](=[O:65])[N:31](CC5C=CC(OC)=CC=5)[CH2:32][CH2:33][CH2:34][CH2:35][CH2:36][CH:37]=[CH:38][CH:39]5[C:41]([C:47]([NH:49][S:50]([CH:53]6[CH2:55][CH2:54]6)(=[O:52])=[O:51])=[O:48])([NH:42][C:43]4=[O:46])[CH2:40]5)[CH2:28]3)[C:23]3[C:18](=[C:19]([CH3:68])[C:20]([O:66][CH3:67])=[CH:21][CH:22]=3)[N:17]=2)[S:14][CH:15]=1)([CH3:10])[CH3:9].O.C([O-])(O)=O.[Na+]. The catalyst is C(Cl)Cl. The product is [CH:8]([C:11]1[N:12]=[C:13]([C:16]2[CH:25]=[C:24]([O:26][CH:27]3[CH2:45][CH:44]4[N:29]([C:30](=[O:65])[NH:31][CH2:32][CH2:33][CH2:34][CH2:35][CH2:36][CH:37]=[CH:38][CH:39]5[C:41]([C:47]([NH:49][S:50]([CH:53]6[CH2:55][CH2:54]6)(=[O:52])=[O:51])=[O:48])([NH:42][C:43]4=[O:46])[CH2:40]5)[CH2:28]3)[C:23]3[C:18](=[C:19]([CH3:68])[C:20]([O:66][CH3:67])=[CH:21][CH:22]=3)[N:17]=2)[S:14][CH:15]=1)([CH3:10])[CH3:9]. The yield is 0.730. (2) The reactants are [C:1]([N:4]1[CH2:9][CH2:8][C:7](=O)[CH2:6][CH2:5]1)(=[O:3])[CH3:2].[C:11]([NH:19][NH2:20])(=[O:18])[C:12]1[CH:17]=[CH:16][CH:15]=[CH:14][CH:13]=1.C(OCC)C. The catalyst is C(O)C. The product is [C:1]([N:4]1[CH2:9][CH2:8][C:7](=[N:20][NH:19][C:11](=[O:18])[C:12]2[CH:17]=[CH:16][CH:15]=[CH:14][CH:13]=2)[CH2:6][CH2:5]1)(=[O:3])[CH3:2]. The yield is 0.830. (3) The reactants are [CH:1]([C:3]1[O:7][CH:6]=[C:5](B2OC(C)(C)C(C)(C)O2)[CH:4]=1)=[O:2].P(OCC)(OCC)(O[CH2:20][C:21]1[CH:26]=[CH:25][CH:24]=[CH:23][CH:22]=1)=O.C(C1OC(C=O)=CC=1)C1C=CC=CC=1. The catalyst is CC#N.C(O)(C)C.CC([O-])=O.CC([O-])=O.[Pd+2]. The product is [CH2:20]([C:5]1[CH:4]=[C:3]([CH:1]=[O:2])[O:7][CH:6]=1)[C:21]1[CH:26]=[CH:25][CH:24]=[CH:23][CH:22]=1. The yield is 0.410. (4) The reactants are [CH2:1]([O:3][C:4]1[CH:9]=[CH:8][C:7]([C:10]2[CH2:16][C@H:15]3[N:12]([C:13](=[O:20])[C@@H:14]3[C@H:17]([OH:19])[CH3:18])[C:11]=2[C:21]([O:23]CC2C=CC([N+]([O-])=O)=CC=2)=[O:22])=[CH:6][CH:5]=1)[CH3:2].C(=O)([O-])O.[Na+:38].O.[H][H]. The catalyst is C1COCC1.[C].[Pd]. The product is [CH2:1]([O:3][C:4]1[CH:9]=[CH:8][C:7]([C:10]2[CH2:16][C@H:15]3[N:12]([C:13](=[O:20])[C@@H:14]3[C@H:17]([OH:19])[CH3:18])[C:11]=2[C:21]([O-:23])=[O:22])=[CH:6][CH:5]=1)[CH3:2].[Na+:38]. The yield is 0.420. (5) The reactants are [CH3:1][O:2][C:3]1[CH:4]=[C:5]2[C:9](=[CH:10][CH:11]=1)[C@H:8]([C@H:12]([CH3:16])[C:13]([OH:15])=[O:14])[CH2:7][CH2:6]2.[C:17](=O)(O)[O-].[Na+].IC.O. The catalyst is CN(C=O)C. The product is [CH3:1][O:2][C:3]1[CH:4]=[C:5]2[C:9](=[CH:10][CH:11]=1)[C@H:8]([C@H:12]([CH3:16])[C:13]([O:15][CH3:17])=[O:14])[CH2:7][CH2:6]2. The yield is 0.840. (6) The reactants are [F:1][C:2]1[CH:3]=[CH:4][C:5]([NH:8][NH:9][C:10]([N:12]2[CH2:17][CH2:16][CH2:15][CH2:14][C@@H:13]2[CH3:18])=O)=[N:6][CH:7]=1.C1C=CC(P(C2C=CC=CC=2)C2C=CC=CC=2)=CC=1.CCN(CC)CC.ClC(Cl)(Cl)C(Cl)(Cl)Cl.N. The catalyst is C1COCC1.CO.C(Cl)Cl. The product is [F:1][C:2]1[CH:3]=[CH:4][C:5]2[N:6]([C:10]([N:12]3[CH2:17][CH2:16][CH2:15][CH2:14][C@@H:13]3[CH3:18])=[N:9][N:8]=2)[CH:7]=1. The yield is 0.890. (7) The yield is 0.910. The catalyst is O1CCOCC1.C(OCC)(=O)C.C1C=CC(P(C2C=CC=CC=2)[C-]2C=CC=C2)=CC=1.C1C=CC(P(C2C=CC=CC=2)[C-]2C=CC=C2)=CC=1.Cl[Pd]Cl.[Fe+2]. The reactants are Br[C:2]1[C:7](=[O:8])[N:6]([CH2:9][C:10]2[CH:15]=[CH:14][C:13]([C:16]3[C:17]([C:22]#[N:23])=[CH:18][CH:19]=[CH:20][CH:21]=3)=[CH:12][CH:11]=2)[C:5]([CH2:24][CH2:25][CH3:26])=[N:4][C:3]=1[CH2:27][CH3:28].[CH3:29][O:30][C:31]1[CH:36]=[CH:35][C:34](B(O)O)=[CH:33][CH:32]=1.C(=O)([O-])[O-].[Cs+].[Cs+]. The product is [CH2:27]([C:3]1[N:4]=[C:5]([CH2:24][CH2:25][CH3:26])[N:6]([CH2:9][C:10]2[CH:11]=[CH:12][C:13]([C:16]3[C:17]([C:22]#[N:23])=[CH:18][CH:19]=[CH:20][CH:21]=3)=[CH:14][CH:15]=2)[C:7](=[O:8])[C:2]=1[C:34]1[CH:35]=[CH:36][C:31]([O:30][CH3:29])=[CH:32][CH:33]=1)[CH3:28].